This data is from Catalyst prediction with 721,799 reactions and 888 catalyst types from USPTO. The task is: Predict which catalyst facilitates the given reaction. (1) Reactant: [S:1]1[C:5]2[CH:6]=[CH:7][CH:8]=[CH:9][C:4]=2[N:3]=[C:2]1[C:10]1[C:15](=[O:16])[NH:14][C:13]([CH:17]2[CH2:22][CH2:21][NH:20][CH2:19][CH2:18]2)=[N:12][C:11]=1[NH:23][C@@H:24]1[CH2:29][CH2:28][CH2:27][N:26]([C:30]([O:32][C:33]([CH3:36])([CH3:35])[CH3:34])=[O:31])[CH2:25]1.C=O.[C:39](O[BH-](OC(=O)C)OC(=O)C)(=O)C.[Na+]. Product: [S:1]1[C:5]2[CH:6]=[CH:7][CH:8]=[CH:9][C:4]=2[N:3]=[C:2]1[C:10]1[C:15](=[O:16])[NH:14][C:13]([CH:17]2[CH2:18][CH2:19][N:20]([CH3:39])[CH2:21][CH2:22]2)=[N:12][C:11]=1[NH:23][C@@H:24]1[CH2:29][CH2:28][CH2:27][N:26]([C:30]([O:32][C:33]([CH3:36])([CH3:35])[CH3:34])=[O:31])[CH2:25]1. The catalyst class is: 4. (2) Reactant: [CH3:1][S:2][CH2:3][CH2:4][CH2:5][OH:6].C(N(CC)CC)C.CN(C)CCCCCCN(C)C.[C:26]1([CH3:36])[CH:31]=[CH:30][C:29]([S:32](Cl)(=[O:34])=[O:33])=[CH:28][CH:27]=1. Product: [CH3:36][C:26]1[CH:31]=[CH:30][C:29]([S:32]([O:6][CH2:5][CH2:4][CH2:3][S:2][CH3:1])(=[O:34])=[O:33])=[CH:28][CH:27]=1. The catalyst class is: 93. (3) Reactant: [C:1]([C:3]1[C:4]([CH3:37])=[C:5]([C@@H:10]2[CH2:15][N:14]3[CH2:16][CH2:17][N:18](C(OCC4C=CC=CC=4)=O)[CH2:19][C@H:13]3[CH2:12][N:11]2[C:30]([O:32][C:33]([CH3:36])([CH3:35])[CH3:34])=[O:31])[CH:6]=[CH:7][C:8]=1[F:9])#[N:2]. Product: [C:1]([C:3]1[C:4]([CH3:37])=[C:5]([C@@H:10]2[CH2:15][N:14]3[CH2:16][CH2:17][NH:18][CH2:19][C@H:13]3[CH2:12][N:11]2[C:30]([O:32][C:33]([CH3:35])([CH3:34])[CH3:36])=[O:31])[CH:6]=[CH:7][C:8]=1[F:9])#[N:2]. The catalyst class is: 19. (4) Reactant: [Br:1][C:2]1[CH:3]=[N:4][C:5]([NH:8][C:9]2[CH:18]=[CH:17][C:12]([O:13][CH2:14][CH2:15][OH:16])=[CH:11][CH:10]=2)=[N:6][CH:7]=1.[CH3:19][S:20](Cl)(=[O:22])=[O:21].C(N(CC)CC)C. Product: [CH3:19][S:20]([O:16][CH2:15][CH2:14][O:13][C:12]1[CH:17]=[CH:18][C:9]([NH:8][C:5]2[N:4]=[CH:3][C:2]([Br:1])=[CH:7][N:6]=2)=[CH:10][CH:11]=1)(=[O:22])=[O:21]. The catalyst class is: 2. (5) Product: [CH3:26][C@:5]1([C:7]([O:9][C:10]([CH3:13])([CH3:12])[CH3:11])=[O:8])[CH2:6][C:2](=[O:1])[N:3]([C@@H:14]([C:16]2[CH:17]=[CH:18][CH:19]=[CH:20][CH:21]=2)[CH3:15])[CH2:4]1. The catalyst class is: 3. Reactant: [O:1]=[C:2]1[CH2:6][CH:5]([C:7]([O:9][C:10]([CH3:13])([CH3:12])[CH3:11])=[O:8])[CH2:4][N:3]1[C@@H:14]([C:16]1[CH:21]=[CH:20][CH:19]=[CH:18][CH:17]=1)[CH3:15].IC.[H-].[Na+].[C:26](O)(=O)CC(CC(O)=O)(C(O)=O)O. (6) Reactant: [Cl:1][CH2:2][C:3](=[O:10])[CH2:4][C:5]([O:7][CH2:8][CH3:9])=[O:6]. Product: [Cl:1][CH2:2][C@@H:3]([OH:10])[CH2:4][C:5]([O:7][CH2:8][CH3:9])=[O:6]. The catalyst class is: 8.